From a dataset of Full USPTO retrosynthesis dataset with 1.9M reactions from patents (1976-2016). Predict the reactants needed to synthesize the given product. (1) Given the product [CH3:31][C:11]1[C:10]2[C:9](=[O:32])[NH:8][C:17]([CH:18]([NH:20][C:21]3[C:22]4[N:30]=[CH:29][CH:28]=[CH:27][C:23]=4[N:24]=[CH:25][N:26]=3)[CH3:19])=[CH:16][C:15]=2[N:14]=[CH:13][CH:12]=1, predict the reactants needed to synthesize it. The reactants are: COC1C=CC(C[N:8]2[C:17]([CH:18]([NH:20][C:21]3[C:22]4[N:30]=[CH:29][CH:28]=[CH:27][C:23]=4[N:24]=[CH:25][N:26]=3)[CH3:19])=[CH:16][C:15]3[N:14]=[CH:13][CH:12]=[C:11]([CH3:31])[C:10]=3[C:9]2=[O:32])=CC=1. (2) Given the product [C:32]([O:36][C:37](=[O:69])[NH:38][C:39]1([C:43]2[CH:48]=[CH:47][C:46]([C:49]3[C:58](=[O:59])[C:57]4[C:52](=[CH:53][C:54]([O:61][CH3:62])=[C:55]([C:23](=[O:24])[NH2:25])[CH:56]=4)[O:51][C:50]=3[C:63]3[CH:68]=[CH:67][CH:66]=[CH:65][CH:64]=3)=[CH:45][CH:44]=2)[CH2:42][CH2:41][CH2:40]1)([CH3:35])([CH3:34])[CH3:33], predict the reactants needed to synthesize it. The reactants are: NC1(C2C=CC(C3C(=O)C4C(=CC([C:23]([NH2:25])=[O:24])=CC=4)OC=3C3C=CC=CC=3)=CC=2)CCC1.[C:32]([O:36][C:37](=[O:69])[NH:38][C:39]1([C:43]2[CH:48]=[CH:47][C:46]([C:49]3[C:58](=[O:59])[C:57]4[C:52](=[CH:53][C:54]([O:61][CH3:62])=[C:55](Br)[CH:56]=4)[O:51][C:50]=3[C:63]3[CH:68]=[CH:67][CH:66]=[CH:65][CH:64]=3)=[CH:45][CH:44]=2)[CH2:42][CH2:41][CH2:40]1)([CH3:35])([CH3:34])[CH3:33]. (3) Given the product [CH2:10]([O:9][C:7]([N:4]1[CH2:5][CH2:6][C@H:2]([NH:1][C:46]([C:42]2[CH:41]=[C:40]3[C:45](=[CH:44][CH:43]=2)[N:37]([CH2:36][C:33]2[CH:32]=[CH:31][C:30]([C:25]4[C:24]([C:22]([OH:23])=[O:21])=[CH:29][CH:28]=[CH:27][CH:26]=4)=[CH:35][CH:34]=2)[C:38]([CH3:50])=[C:39]3[CH3:49])=[O:47])[CH2:3]1)=[O:8])[C:11]1[CH:16]=[CH:15][CH:14]=[CH:13][CH:12]=1, predict the reactants needed to synthesize it. The reactants are: [NH2:1][C@H:2]1[CH2:6][CH2:5][N:4]([C:7]([O:9][CH2:10][C:11]2[CH:16]=[CH:15][CH:14]=[CH:13][CH:12]=2)=[O:8])[CH2:3]1.C([O:21][C:22]([C:24]1[CH:29]=[CH:28][CH:27]=[CH:26][C:25]=1[C:30]1[CH:35]=[CH:34][C:33]([CH2:36][N:37]2[C:45]3[C:40](=[CH:41][C:42]([C:46](O)=[O:47])=[CH:43][CH:44]=3)[C:39]([CH3:49])=[C:38]2[CH3:50])=[CH:32][CH:31]=1)=[O:23])(C)(C)C. (4) Given the product [F:19][C:20]([F:33])([F:32])[S:21]([O:1][C:2]1[C:3]([C:8]([O:10][CH3:11])=[O:9])=[N:4][CH:5]=[CH:6][CH:7]=1)(=[O:23])=[O:22], predict the reactants needed to synthesize it. The reactants are: [OH:1][C:2]1[C:3]([C:8]([O:10][CH3:11])=[O:9])=[N:4][CH:5]=[CH:6][CH:7]=1.C(N(CC)CC)C.[F:19][C:20]([F:33])([F:32])[S:21](O[S:21]([C:20]([F:33])([F:32])[F:19])(=[O:23])=[O:22])(=[O:23])=[O:22]. (5) Given the product [C:10]1([CH3:14])[CH:11]=[CH:12][CH:13]=[C:8]([N:7]([C:3]2[CH:2]=[C:1]([CH3:15])[CH:6]=[CH:5][CH:4]=2)[C:22]2[CH:23]=[CH:24][C:25]3[C:26]4[C:31]([C:32]5[CH:33]=[CH:34][CH:35]=[CH:36][C:37]=5[C:38]=3[CH:39]=2)=[CH:30][C:29]2=[CH:40][C:41]3[C:46]([C:45]5([C:58]6[CH:57]=[CH:56][CH:55]=[CH:54][C:53]=6[C:52]6[C:47]5=[CH:48][CH:49]=[CH:50][CH:51]=6)[CH:44]=[C:43]([N:59]([C:67]5[CH:68]=[C:69]([CH3:73])[CH:70]=[CH:71][CH:72]=5)[C:60]5[CH:61]=[C:62]([CH3:66])[CH:63]=[CH:64][CH:65]=5)[CH:42]=3)=[C:28]2[CH:27]=4)[CH:9]=1, predict the reactants needed to synthesize it. The reactants are: [C:1]1([CH3:15])[CH:6]=[CH:5][CH:4]=[C:3]([NH:7][C:8]2[CH:9]=[C:10]([CH3:14])[CH:11]=[CH:12][CH:13]=2)[CH:2]=1.FC(F)(F)S(O[C:22]1[CH:23]=[CH:24][C:25]2[C:26]3[C:31]([C:32]4[CH:33]=[CH:34][CH:35]=[CH:36][C:37]=4[C:38]=2[CH:39]=1)=[CH:30][C:29]1=[CH:40][C:41]2[C:46]([C:45]4([C:58]5[CH:57]=[CH:56][CH:55]=[CH:54][C:53]=5[C:52]5[C:47]4=[CH:48][CH:49]=[CH:50][CH:51]=5)[CH:44]=[C:43]([N:59]([C:67]4[CH:68]=[C:69]([CH3:73])[CH:70]=[CH:71][CH:72]=4)[C:60]4[CH:61]=[C:62]([CH3:66])[CH:63]=[CH:64][CH:65]=4)[CH:42]=2)=[C:28]1[CH:27]=3)(=O)=O.C1C=CC(P(C2C(C3C(P(C4C=CC=CC=4)C4C=CC=CC=4)=CC=C4C=3C=CC=C4)=C3C(C=CC=C3)=CC=2)C2C=CC=CC=2)=CC=1.C(=O)([O-])[O-].[K+].[K+]. (6) Given the product [Br:20][C:18]1[N:19]=[C:14]([O:12][CH:10]([C:3]2[C:4]([F:9])=[CH:5][CH:6]=[C:7]([F:8])[C:2]=2[Cl:1])[CH3:11])[C:15]([NH2:21])=[N:16][CH:17]=1, predict the reactants needed to synthesize it. The reactants are: [Cl:1][C:2]1[C:7]([F:8])=[CH:6][CH:5]=[C:4]([F:9])[C:3]=1[CH:10]([OH:12])[CH3:11].Br[C:14]1[C:15]([NH2:21])=[N:16][CH:17]=[C:18]([Br:20])[N:19]=1. (7) The reactants are: [CH2:1]([O:3][CH:4]([CH2:10][C:11]1[CH:16]=[CH:15][C:14]([NH:17][CH2:18]/[CH:19]=[CH:20]/[C:21]2[CH:26]=[CH:25][C:24]([O:27][S:28]([CH3:31])(=[O:30])=[O:29])=[CH:23][CH:22]=2)=[CH:13][CH:12]=1)[C:5]([O:7]CC)=[O:6])[CH3:2].[OH-].[Li+]. Given the product [CH2:1]([O:3][CH:4]([CH2:10][C:11]1[CH:12]=[CH:13][C:14]([NH:17][CH2:18]/[CH:19]=[CH:20]/[C:21]2[CH:22]=[CH:23][C:24]([O:27][S:28]([CH3:31])(=[O:29])=[O:30])=[CH:25][CH:26]=2)=[CH:15][CH:16]=1)[C:5]([OH:7])=[O:6])[CH3:2], predict the reactants needed to synthesize it. (8) The reactants are: [Cl:1][C:2]1[C:3]([Cl:11])=[N:4][CH:5]=[C:6]([CH:10]=1)[C:7]([OH:9])=[O:8].S(Cl)(Cl)=O.[C:16](OCC)(=O)C. Given the product [Cl:1][C:2]1[C:3]([Cl:11])=[N:4][CH:5]=[C:6]([CH:10]=1)[C:7]([O:9][CH3:16])=[O:8], predict the reactants needed to synthesize it.